From a dataset of Tyrosyl-DNA phosphodiesterase HTS with 341,365 compounds. Binary Classification. Given a drug SMILES string, predict its activity (active/inactive) in a high-throughput screening assay against a specified biological target. The molecule is O(CC(=O)NCc1c(OC)cccc1)c1cc(n2nnnc2)ccc1. The result is 0 (inactive).